Dataset: Peptide-MHC class I binding affinity with 185,985 pairs from IEDB/IMGT. Task: Regression. Given a peptide amino acid sequence and an MHC pseudo amino acid sequence, predict their binding affinity value. This is MHC class I binding data. (1) The peptide sequence is KPFNNILNL. The MHC is H-2-Ld with pseudo-sequence H-2-Ld. The binding affinity (normalized) is 0.949. (2) The peptide sequence is MPWLTTGPM. The MHC is HLA-B83:01 with pseudo-sequence HLA-B83:01. The binding affinity (normalized) is 0.699.